This data is from Full USPTO retrosynthesis dataset with 1.9M reactions from patents (1976-2016). The task is: Predict the reactants needed to synthesize the given product. (1) Given the product [CH:30]([N:27]1[CH2:28][CH2:29][CH:24]([NH:23][C:22]([C:11]2[N:10]([CH2:9][CH2:8][C:5]3[CH:6]=[CH:7][C:2]([Cl:1])=[CH:3][CH:4]=3)[C:14]3[CH:15]=[CH:16][CH:17]=[C:18]([C:19]([N:37]4[CH2:38][CH:35]([OH:34])[CH2:36]4)=[O:21])[C:13]=3[N:12]=2)=[O:33])[CH2:25][CH2:26]1)([CH3:31])[CH3:32], predict the reactants needed to synthesize it. The reactants are: [Cl:1][C:2]1[CH:7]=[CH:6][C:5]([CH2:8][CH2:9][N:10]2[C:14]3[CH:15]=[CH:16][CH:17]=[C:18]([C:19]([OH:21])=O)[C:13]=3[N:12]=[C:11]2[C:22](=[O:33])[NH:23][CH:24]2[CH2:29][CH2:28][N:27]([CH:30]([CH3:32])[CH3:31])[CH2:26][CH2:25]2)=[CH:4][CH:3]=1.[OH:34][CH:35]1[CH2:38][NH:37][CH2:36]1. (2) Given the product [N:19]1([CH:23]2[CH2:28][CH2:27][N:26]([CH2:11][C:9]3[S:8][C:6]4[N:7]=[C:2]([Cl:1])[N:3]=[C:4]([N:13]5[CH2:18][CH2:17][O:16][CH2:15][CH2:14]5)[C:5]=4[N:10]=3)[CH2:25][CH2:24]2)[CH2:22][CH2:21][CH2:20]1, predict the reactants needed to synthesize it. The reactants are: [Cl:1][C:2]1[N:3]=[C:4]([N:13]2[CH2:18][CH2:17][O:16][CH2:15][CH2:14]2)[C:5]2[N:10]=[C:9]([CH:11]=O)[S:8][C:6]=2[N:7]=1.[N:19]1([CH:23]2[CH2:28][CH2:27][NH:26][CH2:25][CH2:24]2)[CH2:22][CH2:21][CH2:20]1.C(O[BH-](OC(=O)C)OC(=O)C)(=O)C.[Na+]. (3) Given the product [Cl:34][CH2:8][C:6]1[NH:5][N:4]=[C:3]([C:2]([F:14])([F:13])[F:1])[CH:7]=1, predict the reactants needed to synthesize it. The reactants are: [F:1][C:2]([F:14])([F:13])[C:3]1[CH:7]=[C:6]([C:8](OCC)=O)[NH:5][N:4]=1.[H-].C([Al+]CC(C)C)C(C)C.S([O-])([O-])(=O)=O.[Na+].[Na+].S(Cl)([Cl:34])=O.